From a dataset of Catalyst prediction with 721,799 reactions and 888 catalyst types from USPTO. Predict which catalyst facilitates the given reaction. (1) Reactant: [Br:1][C:2]1[CH:7]=[CH:6][C:5]([SH:8])=[CH:4][CH:3]=1.C([O-])([O-])=O.[K+].[K+].Br[CH:16]1[CH2:21][CH2:20][CH:19]([C:22]([O:24][CH2:25][CH3:26])=[O:23])[CH2:18][C:17]1=[O:27]. Product: [Br:1][C:2]1[CH:7]=[CH:6][C:5]([S:8][CH:16]2[CH2:21][CH2:20][CH:19]([C:22]([O:24][CH2:25][CH3:26])=[O:23])[CH2:18][C:17]2=[O:27])=[CH:4][CH:3]=1. The catalyst class is: 21. (2) Reactant: C(N(CC)CC)C.[OH:8][CH2:9][C:10]([NH:13][C:14]1[S:15][CH:16]=[C:17]([C:19]2[CH:20]=[C:21]([C:25]#[N:26])[N:22]([CH3:24])[CH:23]=2)[N:18]=1)([CH3:12])[CH3:11].Cl[C:28](Cl)([O:30]C(=O)OC(Cl)(Cl)Cl)Cl.O.C(OCC)(=O)C. Product: [CH3:11][C:10]1([CH3:12])[CH2:9][O:8][C:28](=[O:30])[N:13]1[C:14]1[S:15][CH:16]=[C:17]([C:19]2[CH:20]=[C:21]([C:25]#[N:26])[N:22]([CH3:24])[CH:23]=2)[N:18]=1. The catalyst class is: 7. (3) Reactant: [C:1](N1C=CN=C1)(N1C=CN=C1)=[O:2].[C:13]1([CH2:19][CH2:20][CH2:21][CH2:22][OH:23])[CH:18]=[CH:17][CH:16]=[CH:15][CH:14]=1.[NH:24]1[CH2:29][CH2:28][CH2:27][CH2:26][NH:25]1. Product: [NH:24]1[CH2:29][CH2:28][CH2:27][CH:26]([C:1]([O:23][CH2:22][CH2:21][CH2:20][CH2:19][C:13]2[CH:18]=[CH:17][CH:16]=[CH:15][CH:14]=2)=[O:2])[NH:25]1. The catalyst class is: 2. (4) Reactant: [NH2:1][C:2]1[N:7]=[C:6]([CH2:8][O:9][Si:10]([C:13]([CH3:16])([CH3:15])[CH3:14])([CH3:12])[CH3:11])[CH:5]=[CH:4][N:3]=1.[H-].[Na+].[CH3:19]I. Product: [Si:10]([O:9][CH2:8][C:6]1[CH:5]=[CH:4][N:3]=[C:2]([NH:1][CH3:19])[N:7]=1)([C:13]([CH3:16])([CH3:15])[CH3:14])([CH3:11])[CH3:12]. The catalyst class is: 334. (5) Reactant: [C:1]1([CH2:11][C:12]([O:14][CH2:15][CH3:16])=[O:13])[C:10]2[C:5](=[CH:6][CH:7]=[CH:8][CH:9]=2)[CH:4]=[CH:3][CH:2]=1.[Li+].C[Si]([N-][Si](C)(C)C)(C)C.[C:27](OC(=O)C)(=[O:29])[CH3:28].Cl. Product: [C:1]1([CH:11]([C:27](=[O:29])[CH3:28])[C:12]([O:14][CH2:15][CH3:16])=[O:13])[C:10]2[C:5](=[CH:6][CH:7]=[CH:8][CH:9]=2)[CH:4]=[CH:3][CH:2]=1. The catalyst class is: 7.